This data is from Full USPTO retrosynthesis dataset with 1.9M reactions from patents (1976-2016). The task is: Predict the reactants needed to synthesize the given product. (1) Given the product [CH3:1][O:2][CH:3]1[CH2:12][CH2:11][C:6](=[O:7])[CH2:5][CH2:4]1, predict the reactants needed to synthesize it. The reactants are: [CH3:1][O:2][CH:3]1[CH2:12][CH2:11][C:6]2(OCC[O:7]2)[CH2:5][CH2:4]1.Cl. (2) Given the product [Br:1][C:2]1[N:7]2[CH:8]=[N:9][N:10]=[C:6]2[C:5](=[O:11])[NH:4][CH:3]=1, predict the reactants needed to synthesize it. The reactants are: [Br:1][C:2]1[N:7]2[CH:8]=[N:9][N:10]=[C:6]2[C:5]([O:11]C)=[N:4][CH:3]=1.Cl. (3) Given the product [CH2:1]([O:4][N:5]([C:16]([CH3:19])([CH3:18])[CH3:17])[C:6]([CH3:15])([CH3:14])[C:7]([NH:9][C:10]([CH3:12])([CH3:11])[CH3:13])=[O:8])[C:2]#[CH:3], predict the reactants needed to synthesize it. The reactants are: [CH2:1]([O:4][N:5]([C:16]([CH3:19])([CH3:18])[CH3:17])[C:6]([CH3:15])([CH3:14])[C:7]([NH:9][C:10]([CH3:13])([CH3:12])[CH3:11])=[O:8])[CH:2]=[CH2:3].C(N(C(C)(C)C(NC(C)(C)C)=O)O)(C)(C)C.C(Br)C#C. (4) Given the product [C:1]1([C:7]2[CH:15]=[CH:14][CH:13]=[C:12]3[C:8]=2[CH:9]=[CH:10][CH:11]3[C:24]2([CH:11]3[C:12]4[C:8](=[C:7]([C:19]5[CH:18]=[CH:6][CH:1]=[CH:2][CH:3]=5)[CH:15]=[CH:14][CH:13]=4)[CH:9]=[CH:10]3)[CH2:28][CH2:27][CH2:26][CH2:25]2)[CH:2]=[CH:3][CH:4]=[CH:5][CH:6]=1, predict the reactants needed to synthesize it. The reactants are: [C:1]1([C:7]2[CH:15]=[CH:14][CH:13]=[C:12]3[C:8]=2[CH:9]=[CH:10][CH2:11]3)[CH:6]=[CH:5][CH:4]=[CH:3][CH:2]=1.CO[CH2:18][CH2:19]OC.[OH-].[K+].[C:24]1(=O)[CH2:28][CH2:27][CH2:26][CH2:25]1. (5) Given the product [CH3:1][O:2][C:3]1[CH:4]=[CH:5][C:6]([S:9][CH2:10][CH2:11][CH2:26][C:27]([OH:29])=[O:28])=[CH:7][CH:8]=1, predict the reactants needed to synthesize it. The reactants are: [CH3:1][O:2][C:3]1[CH:8]=[CH:7][C:6]([S:9][CH2:10][C:11](O)=O)=[CH:5][CH:4]=1.COC1C=CC(S)=CC=1.BrCC[CH2:26][C:27]([O:29]CC)=[O:28].[OH-].[K+]. (6) Given the product [Cl:19][C:20]1[N:25]=[C:24]([C:2]2[N:7]=[C:6]([N:8]3[C:12]([CH3:13])=[CH:11][C:10]([CH3:14])=[N:9]3)[N:5]=[C:4]([NH:15][C:16](=[O:18])[CH3:17])[CH:3]=2)[CH:23]=[CH:22][CH:21]=1, predict the reactants needed to synthesize it. The reactants are: Cl[C:2]1[N:7]=[C:6]([N:8]2[C:12]([CH3:13])=[CH:11][C:10]([CH3:14])=[N:9]2)[N:5]=[C:4]([NH:15][C:16](=[O:18])[CH3:17])[CH:3]=1.[Cl:19][C:20]1[N:25]=[C:24](B2OC(C)(C)C(C)(C)O2)[CH:23]=[CH:22][CH:21]=1.C(=O)([O-])[O-].[K+].[K+].O1CCOCC1. (7) Given the product [NH:20]([CH2:19][CH2:18][C:15]1[CH:14]=[CH:13][C:12]([CH2:11][CH2:10][C:8]2[N:9]=[C:5]([NH:4][C:1](=[O:3])[CH3:2])[S:6][CH:7]=2)=[CH:17][CH:16]=1)[C:21]([NH2:23])=[S:22], predict the reactants needed to synthesize it. The reactants are: [C:1]([NH:4][C:5]1[S:6][CH:7]=[C:8]([CH2:10][CH2:11][C:12]2[CH:17]=[CH:16][C:15]([CH2:18][CH2:19][NH:20][C:21]([NH:23]C(=O)C3C=CC=CC=3)=[S:22])=[CH:14][CH:13]=2)[N:9]=1)(=[O:3])[CH3:2].[OH-].[Na+].Cl. (8) Given the product [CH3:1][NH:2][C:11]([C:7]1[CH:6]=[C:5]([Cl:4])[CH:10]=[CH:9][N:8]=1)=[O:13], predict the reactants needed to synthesize it. The reactants are: [CH3:1][NH2:2].Cl.[Cl:4][C:5]1[CH:10]=[CH:9][N:8]=[C:7]([C:11]([O:13]C)=O)[CH:6]=1.